Dataset: Reaction yield outcomes from USPTO patents with 853,638 reactions. Task: Predict the reaction yield, written as a fraction of the theoretical maximum amount of product (1.0 means a 100% yield; for example, 0.34 means a 34% yield). (1) The reactants are [Si:1]([O:18][CH:19]1[CH2:24][CH:23]2[CH:21]([CH:22]2[C:25](N(OC)C)=[O:26])[CH2:20]1)([C:14]([CH3:17])([CH3:16])[CH3:15])([C:8]1[CH:13]=[CH:12][CH:11]=[CH:10][CH:9]=1)[C:2]1[CH:7]=[CH:6][CH:5]=[CH:4][CH:3]=1.[CH3:31][Mg]Br.[Cl-].[NH4+]. The catalyst is O1CCCC1. The product is [Si:1]([O:18][CH:19]1[CH2:24][CH:23]2[CH:21]([CH:22]2[C:25](=[O:26])[CH3:31])[CH2:20]1)([C:14]([CH3:16])([CH3:15])[CH3:17])([C:8]1[CH:13]=[CH:12][CH:11]=[CH:10][CH:9]=1)[C:2]1[CH:3]=[CH:4][CH:5]=[CH:6][CH:7]=1. The yield is 0.910. (2) The reactants are [C:1]([C:9]1[CH:14]=[CH:13][CH:12]=[CH:11][C:10]=1[NH:15][C@@H:16]([CH2:21][C:22]1[CH:27]=[CH:26][C:25]([C:28]2[CH:32]=[C:31]([CH2:33][NH:34][CH2:35]C(OC(C)(C)C)=O)[S:30][CH:29]=2)=[CH:24][CH:23]=1)[C:17]([O:19][CH3:20])=[O:18])(=[O:8])[C:2]1[CH:7]=[CH:6][CH:5]=[CH:4][CH:3]=1.FC(F)(F)C(O)=O. The catalyst is ClCCl. The product is [C:1]([C:9]1[CH:14]=[CH:13][CH:12]=[CH:11][C:10]=1[NH:15][C@@H:16]([CH2:21][C:22]1[CH:27]=[CH:26][C:25]([C:28]2[CH:32]=[C:31]([CH2:33][NH:34][CH3:35])[S:30][CH:29]=2)=[CH:24][CH:23]=1)[C:17]([O:19][CH3:20])=[O:18])(=[O:8])[C:2]1[CH:7]=[CH:6][CH:5]=[CH:4][CH:3]=1. The yield is 1.00. (3) The reactants are Cl[C:2]1[N:10]=[C:9](Cl)[CH:8]=[CH:7][C:3]=1[C:4]([NH2:6])=[O:5].[OH:12][C:13]1[CH:18]=[CH:17][C:16]([NH:19][C:20](=[O:27])[C:21]2[CH:26]=[CH:25][CH:24]=[CH:23][CH:22]=2)=[CH:15][CH:14]=1.CC1(C)C(C)(C)OB([C:36]2[CH2:37][N:38]([C:41]([O:43]C(C)(C)C)=O)[CH2:39][CH:40]=2)O1.[C:49](Cl)(=O)[CH:50]=C.N1C=CCCC1.N1CCCCC1. The catalyst is [Pd]. The product is [C:41]([N:38]1[CH2:37][CH2:36][CH:40]([C:9]2[CH:8]=[CH:7][C:3]([C:4]([NH2:6])=[O:5])=[C:2]([O:12][C:13]3[CH:18]=[CH:17][C:16]([NH:19][C:20](=[O:27])[C:21]4[CH:26]=[CH:25][CH:24]=[CH:23][CH:22]=4)=[CH:15][CH:14]=3)[N:10]=2)[CH2:39]1)(=[O:43])[CH:49]=[CH2:50]. The yield is 0.285. (4) The reactants are [Br:1][C:2]1[CH:7]=[CH:6][C:5]([O:8][CH2:9][CH2:10]Cl)=[CH:4][CH:3]=1.CC(C)([O-])C.[K+]. The catalyst is C1COCC1. The product is [Br:1][C:2]1[CH:7]=[CH:6][C:5]([O:8][CH:9]=[CH2:10])=[CH:4][CH:3]=1. The yield is 0.740. (5) The reactants are C([N:4]1[C:8]2[CH:9]=[C:10]([C:25]([N:27]([CH3:29])[CH3:28])=[O:26])[C:11]3[CH2:12][CH2:13][C:14]4([NH:23][C:24]=3[C:7]=2[N:6]=[C:5]1[CH3:30])[CH2:22][C:21]1[C:16](=[CH:17][CH:18]=[CH:19][CH:20]=1)[CH2:15]4)C=C.CN1C(=O)CC(=O)N(C)C1=O. The catalyst is C1(P(C2C=CC=CC=2)C2C=CC=CC=2)C=CC=CC=1.C1(P(C2C=CC=CC=2)C2C=CC=CC=2)C=CC=CC=1.C1(P(C2C=CC=CC=2)C2C=CC=CC=2)C=CC=CC=1.C1(P(C2C=CC=CC=2)C2C=CC=CC=2)C=CC=CC=1.[Pd]. The product is [CH3:28][N:27]([CH3:29])[C:25]([C:10]1[C:11]2[CH2:12][CH2:13][C:14]3([NH:23][C:24]=2[C:7]2[N:6]=[C:5]([CH3:30])[NH:4][C:8]=2[CH:9]=1)[CH2:22][C:21]1[C:16](=[CH:17][CH:18]=[CH:19][CH:20]=1)[CH2:15]3)=[O:26]. The yield is 0.250. (6) The reactants are F[C:2]1[N:11]=[C:10]2[C:5]([C:6]([CH3:14])([CH3:13])[CH2:7][C:8](=[O:12])[NH:9]2)=[CH:4][CH:3]=1.[C:15]1([N:25]2[CH2:30][CH2:29][N:28]([CH2:31][CH2:32][CH2:33][CH2:34][OH:35])[CH2:27][CH2:26]2)[C:24]2[C:19](=[CH:20][CH:21]=[CH:22][CH:23]=2)[CH:18]=[CH:17][CH:16]=1.CC(C)([O-])C.[Na+]. The catalyst is CN1C(=O)CCC1. The product is [CH3:13][C:6]1([CH3:14])[C:5]2[C:10](=[N:11][C:2]([O:35][CH2:34][CH2:33][CH2:32][CH2:31][N:28]3[CH2:29][CH2:30][N:25]([C:15]4[C:24]5[C:19](=[CH:20][CH:21]=[CH:22][CH:23]=5)[CH:18]=[CH:17][CH:16]=4)[CH2:26][CH2:27]3)=[CH:3][CH:4]=2)[NH:9][C:8](=[O:12])[CH2:7]1. The yield is 0.480.